Predict the reactants needed to synthesize the given product. From a dataset of Retrosynthesis with 50K atom-mapped reactions and 10 reaction types from USPTO. (1) Given the product Cc1cnc2ccc(-c3ccn(CCC(C)C)c(=O)c3)nn12, predict the reactants needed to synthesize it. The reactants are: CC(C)CCn1ccc(B(O)O)cc1=O.Cc1cnc2ccc(Cl)nn12. (2) Given the product CN(CC=O)C(c1ccccc1)(c1ccccc1)c1ccccc1, predict the reactants needed to synthesize it. The reactants are: CN(CCO)C(c1ccccc1)(c1ccccc1)c1ccccc1.